From a dataset of Retrosynthesis with 50K atom-mapped reactions and 10 reaction types from USPTO. Predict the reactants needed to synthesize the given product. (1) Given the product CC(C)N(CCSc1ccc(Cl)cc1)C(=O)Oc1ccccc1, predict the reactants needed to synthesize it. The reactants are: CC(C)NCCSc1ccc(Cl)cc1.O=C(Cl)Oc1ccccc1. (2) Given the product Fc1ccc(-c2ccc3c(c2)C2(CCCCC2)C(=NOCc2ccccc2)N3)cc1, predict the reactants needed to synthesize it. The reactants are: Brc1ccc2c(c1)C1(CCCCC1)C(=NOCc1ccccc1)N2.OB(O)c1ccc(F)cc1.